The task is: Predict the product of the given reaction.. This data is from Forward reaction prediction with 1.9M reactions from USPTO patents (1976-2016). (1) Given the reactants [CH2:1]([O:3][C:4](=[O:20])[C:5]([O:8][C:9]1[CH:14]=[CH:13][C:12]([CH2:15][CH:16]([NH2:18])[CH3:17])=[CH:11][C:10]=1[CH3:19])([CH3:7])[CH3:6])[CH3:2].[CH:21]1([C:24]2[C:29]([C:30](O)=[O:31])=[CH:28][N:27]=[C:26]([C:33]3[CH:38]=[CH:37][C:36]([C:39]([F:42])([F:41])[F:40])=[CH:35][CH:34]=3)[N:25]=2)[CH2:23][CH2:22]1, predict the reaction product. The product is: [CH2:1]([O:3][C:4](=[O:20])[C:5]([O:8][C:9]1[CH:14]=[CH:13][C:12]([CH2:15][CH:16]([NH:18][C:30]([C:29]2[C:24]([CH:21]3[CH2:23][CH2:22]3)=[N:25][C:26]([C:33]3[CH:34]=[CH:35][C:36]([C:39]([F:41])([F:42])[F:40])=[CH:37][CH:38]=3)=[N:27][CH:28]=2)=[O:31])[CH3:17])=[CH:11][C:10]=1[CH3:19])([CH3:6])[CH3:7])[CH3:2]. (2) Given the reactants [Br:1][C:2]1[CH:8]=[CH:7][C:5]([OH:6])=[CH:4][C:3]=1[OH:9].C(=O)([O-])[O-].[K+].[K+].[C:16]1([CH3:26])[CH:21]=[CH:20][C:19]([S:22](Cl)(=[O:24])=[O:23])=[CH:18][CH:17]=1.[CH3:27]I, predict the reaction product. The product is: [C:16]1([CH3:26])[CH:21]=[CH:20][C:19]([S:22]([O:6][C:5]2[CH:7]=[CH:8][C:2]([Br:1])=[C:3]([O:9][CH3:27])[CH:4]=2)(=[O:24])=[O:23])=[CH:18][CH:17]=1.